Task: Regression. Given two drug SMILES strings and cell line genomic features, predict the synergy score measuring deviation from expected non-interaction effect.. Dataset: NCI-60 drug combinations with 297,098 pairs across 59 cell lines (1) Drug 1: CCN(CC)CCCC(C)NC1=C2C=C(C=CC2=NC3=C1C=CC(=C3)Cl)OC. Drug 2: C1C(C(OC1N2C=NC(=NC2=O)N)CO)O. Cell line: MOLT-4. Synergy scores: CSS=81.6, Synergy_ZIP=-2.20, Synergy_Bliss=-1.86, Synergy_Loewe=1.95, Synergy_HSA=3.96. (2) Drug 1: CN(C)C1=NC(=NC(=N1)N(C)C)N(C)C. Drug 2: CC12CCC3C(C1CCC2OP(=O)(O)O)CCC4=C3C=CC(=C4)OC(=O)N(CCCl)CCCl.[Na+]. Cell line: U251. Synergy scores: CSS=-9.58, Synergy_ZIP=-0.943, Synergy_Bliss=-10.5, Synergy_Loewe=-14.5, Synergy_HSA=-12.9. (3) Drug 1: CC1C(C(CC(O1)OC2CC(CC3=C2C(=C4C(=C3O)C(=O)C5=C(C4=O)C(=CC=C5)OC)O)(C(=O)C)O)N)O.Cl. Drug 2: CC1=C(C=C(C=C1)NC(=O)C2=CC=C(C=C2)CN3CCN(CC3)C)NC4=NC=CC(=N4)C5=CN=CC=C5. Cell line: SK-MEL-28. Synergy scores: CSS=9.62, Synergy_ZIP=-3.06, Synergy_Bliss=-1.43, Synergy_Loewe=-8.39, Synergy_HSA=-4.01. (4) Drug 1: C1=CC=C(C(=C1)C(C2=CC=C(C=C2)Cl)C(Cl)Cl)Cl. Drug 2: C1C(C(OC1N2C=NC3=C2NC=NCC3O)CO)O. Cell line: LOX IMVI. Synergy scores: CSS=1.98, Synergy_ZIP=1.82, Synergy_Bliss=1.11, Synergy_Loewe=0.663, Synergy_HSA=-0.0108. (5) Drug 1: CN(C)C1=NC(=NC(=N1)N(C)C)N(C)C. Drug 2: CC(C1=C(C=CC(=C1Cl)F)Cl)OC2=C(N=CC(=C2)C3=CN(N=C3)C4CCNCC4)N. Cell line: MDA-MB-231. Synergy scores: CSS=-2.52, Synergy_ZIP=-0.811, Synergy_Bliss=-0.982, Synergy_Loewe=-14.8, Synergy_HSA=-4.46. (6) Synergy scores: CSS=-13.5, Synergy_ZIP=-0.0962, Synergy_Bliss=-10.6, Synergy_Loewe=-13.4, Synergy_HSA=-15.1. Drug 2: C#CCC(CC1=CN=C2C(=N1)C(=NC(=N2)N)N)C3=CC=C(C=C3)C(=O)NC(CCC(=O)O)C(=O)O. Drug 1: CN1CCC(CC1)COC2=C(C=C3C(=C2)N=CN=C3NC4=C(C=C(C=C4)Br)F)OC. Cell line: RPMI-8226. (7) Drug 1: C1=CN(C=N1)CC(O)(P(=O)(O)O)P(=O)(O)O. Drug 2: CS(=O)(=O)OCCCCOS(=O)(=O)C. Cell line: HOP-62. Synergy scores: CSS=-0.263, Synergy_ZIP=-3.83, Synergy_Bliss=-7.98, Synergy_Loewe=-7.83, Synergy_HSA=-8.79. (8) Drug 1: CCCCCOC(=O)NC1=NC(=O)N(C=C1F)C2C(C(C(O2)C)O)O. Drug 2: C1CN(CCN1C(=O)CCBr)C(=O)CCBr. Cell line: SF-268. Synergy scores: CSS=-1.56, Synergy_ZIP=-3.54, Synergy_Bliss=-3.58, Synergy_Loewe=-12.0, Synergy_HSA=-5.93. (9) Drug 1: CC12CCC3C(C1CCC2=O)CC(=C)C4=CC(=O)C=CC34C. Drug 2: CCCCC(=O)OCC(=O)C1(CC(C2=C(C1)C(=C3C(=C2O)C(=O)C4=C(C3=O)C=CC=C4OC)O)OC5CC(C(C(O5)C)O)NC(=O)C(F)(F)F)O. Cell line: OVCAR3. Synergy scores: CSS=40.3, Synergy_ZIP=0.101, Synergy_Bliss=-0.681, Synergy_Loewe=-0.285, Synergy_HSA=-0.804. (10) Drug 1: C1=CC=C(C=C1)NC(=O)CCCCCCC(=O)NO. Drug 2: COC1=C2C(=CC3=C1OC=C3)C=CC(=O)O2. Cell line: MOLT-4. Synergy scores: CSS=24.7, Synergy_ZIP=1.39, Synergy_Bliss=-0.273, Synergy_Loewe=-12.1, Synergy_HSA=-2.69.